Dataset: Full USPTO retrosynthesis dataset with 1.9M reactions from patents (1976-2016). Task: Predict the reactants needed to synthesize the given product. (1) Given the product [C:2]1([B:17]([OH:20])[OH:18])[C:8]([CH3:9])=[C:7]([CH3:10])[CH:6]=[C:4]([CH3:5])[C:3]=1[CH3:11], predict the reactants needed to synthesize it. The reactants are: Br[C:2]1[C:8]([CH3:9])=[C:7]([CH3:10])[CH:6]=[C:4]([CH3:5])[C:3]=1[CH3:11].C([Li])CCC.[B:17](OC)([O:20]C)[O:18]C.C1([Li])C(C)=C(C)C=C(C)C=1C. (2) Given the product [OH:4][CH2:5][CH2:6][C@H:7]1[C:20](=[O:21])[N:19]([CH2:22][C:23]([CH3:26])([CH3:25])[CH3:24])[CH2:18][C:10]2[C:11]3[CH:12]=[N:13][NH:14][C:15]=3[CH:16]=[CH:17][C:9]=2[CH2:8]1, predict the reactants needed to synthesize it. The reactants are: C([O:4][CH2:5][CH2:6][C@H:7]1[C:20](=[O:21])[N:19]([CH2:22][C:23]([CH3:26])([CH3:25])[CH3:24])[CH2:18][C:10]2[C:11]3[CH:12]=[N:13][NH:14][C:15]=3[CH:16]=[CH:17][C:9]=2[CH2:8]1)(=O)C.C(=O)([O-])[O-].[K+].[K+].